This data is from Forward reaction prediction with 1.9M reactions from USPTO patents (1976-2016). The task is: Predict the product of the given reaction. (1) Given the reactants [CH3:1][C:2]1[CH:7]=[C:6]([O:8][CH2:9][CH2:10][CH2:11][S:12]([CH3:15])(=[O:14])=[O:13])[CH:5]=[C:4]([CH3:16])[C:3]=1[C:17]1[CH:22]=[CH:21][CH:20]=[C:19]([CH2:23][O:24][C:25]2[CH:30]=[CH:29][C:28]([C:31]3([CH2:42][C:43]([O:45]CC)=[O:44])[CH2:34][N:33]([C:35]([O:37][C:38]([CH3:41])([CH3:40])[CH3:39])=[O:36])[CH2:32]3)=[CH:27][CH:26]=2)[CH:18]=1, predict the reaction product. The product is: [C:38]([O:37][C:35]([N:33]1[CH2:34][C:31]([CH2:42][C:43]([OH:45])=[O:44])([C:28]2[CH:29]=[CH:30][C:25]([O:24][CH2:23][C:19]3[CH:18]=[C:17]([C:3]4[C:4]([CH3:16])=[CH:5][C:6]([O:8][CH2:9][CH2:10][CH2:11][S:12]([CH3:15])(=[O:14])=[O:13])=[CH:7][C:2]=4[CH3:1])[CH:22]=[CH:21][CH:20]=3)=[CH:26][CH:27]=2)[CH2:32]1)=[O:36])([CH3:41])([CH3:39])[CH3:40]. (2) Given the reactants [Cl:1][C:2]1[CH:3]=[C:4]([CH:7]=[CH:8][CH:9]=1)[CH:5]=O.[CH3:10][C:11]([CH3:13])=[O:12].[OH-].[Na+].O, predict the reaction product. The product is: [Cl:1][C:2]1[CH:3]=[C:4]([CH:5]=[CH:10][C:11](=[O:12])[CH:13]=[CH:5][C:4]2[CH:7]=[CH:8][CH:9]=[C:2]([Cl:1])[CH:3]=2)[CH:7]=[CH:8][CH:9]=1.